The task is: Regression. Given two drug SMILES strings and cell line genomic features, predict the synergy score measuring deviation from expected non-interaction effect.. This data is from NCI-60 drug combinations with 297,098 pairs across 59 cell lines. (1) Drug 1: CC1=C(C=C(C=C1)NC2=NC=CC(=N2)N(C)C3=CC4=NN(C(=C4C=C3)C)C)S(=O)(=O)N.Cl. Drug 2: C(CCl)NC(=O)N(CCCl)N=O. Cell line: SK-MEL-5. Synergy scores: CSS=-2.41, Synergy_ZIP=2.83, Synergy_Bliss=2.64, Synergy_Loewe=-4.07, Synergy_HSA=-3.56. (2) Drug 1: CC1C(C(CC(O1)OC2CC(OC(C2O)C)OC3=CC4=CC5=C(C(=O)C(C(C5)C(C(=O)C(C(C)O)O)OC)OC6CC(C(C(O6)C)O)OC7CC(C(C(O7)C)O)OC8CC(C(C(O8)C)O)(C)O)C(=C4C(=C3C)O)O)O)O. Drug 2: CS(=O)(=O)OCCCCOS(=O)(=O)C. Cell line: HOP-92. Synergy scores: CSS=22.3, Synergy_ZIP=-2.30, Synergy_Bliss=0.0651, Synergy_Loewe=-33.1, Synergy_HSA=-0.616.